The task is: Predict the reactants needed to synthesize the given product.. This data is from Full USPTO retrosynthesis dataset with 1.9M reactions from patents (1976-2016). Given the product [CH3:20][O:19][C:14]1[CH:15]=[CH:16][CH:17]=[CH:18][C:13]=1[C:12]1[N:6]2[C:7]([CH:8]=[N:9][C:4]([NH:48][C:45]3[CH:46]=[CH:47][C:42]([N:38]4[CH2:39][CH2:40][CH2:41][CH:36]([N:30]5[CH2:31][CH2:32][O:33][CH2:34][CH2:35]5)[CH2:37]4)=[CH:43][CH:44]=3)=[N:5]2)=[CH:10][CH:11]=1, predict the reactants needed to synthesize it. The reactants are: CS([C:4]1[N:9]=[CH:8][C:7]2=[CH:10][CH:11]=[C:12]([C:13]3[CH:18]=[CH:17][CH:16]=[CH:15][C:14]=3[O:19][CH3:20])[N:6]2[N:5]=1)=O.C(N(CC)C(C)C)(C)C.[N:30]1([CH:36]2[CH2:41][CH2:40][CH2:39][N:38]([C:42]3[CH:47]=[CH:46][C:45]([NH2:48])=[CH:44][CH:43]=3)[CH2:37]2)[CH2:35][CH2:34][O:33][CH2:32][CH2:31]1.COCC(O)C.